From a dataset of Full USPTO retrosynthesis dataset with 1.9M reactions from patents (1976-2016). Predict the reactants needed to synthesize the given product. Given the product [CH3:40][O:1][CH2:2][CH2:3][O:4][C:5]([C:8]1[N:9]=[CH:10][C:11]([N:14]2[CH2:18][C@@:17]3([CH2:23][CH2:22][CH2:21][C@@:20]([CH2:25][N:26]4[C:30]5[CH:31]=[C:32]([C:35]#[N:36])[CH:33]=[CH:34][C:29]=5[N:28]=[CH:27]4)([CH3:24])[CH2:19]3)[O:16][C:15]2=[O:37])=[N:12][CH:13]=1)([CH3:7])[CH3:6], predict the reactants needed to synthesize it. The reactants are: [OH:1][CH2:2][CH2:3][O:4][C:5]([C:8]1[N:9]=[CH:10][C:11]([N:14]2[CH2:18][C@@:17]3([CH2:23][CH2:22][CH2:21][C@@:20]([CH2:25][N:26]4[C:30]5[CH:31]=[C:32]([C:35]#[N:36])[CH:33]=[CH:34][C:29]=5[N:28]=[CH:27]4)([CH3:24])[CH2:19]3)[O:16][C:15]2=[O:37])=[N:12][CH:13]=1)([CH3:7])[CH3:6].[H-].[Na+].[CH3:40]I.CO.